Predict the reactants needed to synthesize the given product. From a dataset of Full USPTO retrosynthesis dataset with 1.9M reactions from patents (1976-2016). Given the product [CH2:20]([C:8]1[C:9]2[O:13][N:12]=[C:11]([C:14]([F:17])([F:16])[F:15])[C:10]=2[CH:18]=[CH:19][C:7]=1[O:6][CH2:27][CH2:26][CH2:25][CH2:24][Br:23])[CH2:21][CH3:22], predict the reactants needed to synthesize it. The reactants are: CN(C=O)C.[OH:6][C:7]1[CH:19]=[CH:18][C:10]2[C:11]([C:14]([F:17])([F:16])[F:15])=[N:12][O:13][C:9]=2[C:8]=1[CH2:20][CH2:21][CH3:22].[Br:23][CH2:24][CH2:25][CH2:26][CH2:27]Br.C(=O)([O-])[O-].[Cs+].[Cs+].